This data is from Full USPTO retrosynthesis dataset with 1.9M reactions from patents (1976-2016). The task is: Predict the reactants needed to synthesize the given product. Given the product [F:1][C:2]1[CH:3]=[CH:4][C:5]([C:8]([NH2:12])=[O:10])=[N:6][CH:7]=1, predict the reactants needed to synthesize it. The reactants are: [F:1][C:2]1[CH:3]=[CH:4][C:5]([C:8]([OH:10])=O)=[N:6][CH:7]=1.O[N:12]1C2N=CC=CC=2N=N1.C(Cl)CCl.[OH-].[NH4+].C([O-])(O)=O.[Na+].